Dataset: Catalyst prediction with 721,799 reactions and 888 catalyst types from USPTO. Task: Predict which catalyst facilitates the given reaction. (1) Reactant: [CH3:1][CH:2]1[CH2:11][C:10]2[C:5](=[CH:6][C:7]([C:12]#[N:13])=[CH:8][CH:9]=2)[NH:4][CH2:3]1.Br[C:15]1[C:19]2[CH2:20][N:21]([C:24](=[O:26])[CH3:25])[CH2:22][CH2:23][C:18]=2[N:17]([C@H:27]2[CH2:31][CH2:30][O:29][CH2:28]2)[N:16]=1.COC(C)(C)C.C(O[Na])(C)(C)C.C1(P(C2CCCCC2)C2C=CC=CC=2C2C(OC(C)C)=CC=CC=2OC(C)C)CCCCC1. Product: [C:24]([N:21]1[CH2:22][CH2:23][C:18]2[N:17]([C@H:27]3[CH2:31][CH2:30][O:29][CH2:28]3)[N:16]=[C:15]([N:4]3[C:5]4[C:10](=[CH:9][CH:8]=[C:7]([C:12]#[N:13])[CH:6]=4)[CH2:11][CH:2]([CH3:1])[CH2:3]3)[C:19]=2[CH2:20]1)(=[O:26])[CH3:25]. The catalyst class is: 12. (2) Reactant: [C:1]([C:5]1[CH:9]=[C:8]([NH:10][C:11](=[O:19])OC2C=CC=CC=2)[N:7]([C:20]2[CH:25]=[CH:24][CH:23]=[CH:22][CH:21]=2)[N:6]=1)([CH3:4])([CH3:3])[CH3:2].[CH3:26][O:27][C:28]1[CH:29]=[C:30]2[C:35](=[CH:36][C:37]=1[O:38][CH3:39])[N:34]=[CH:33][N:32]=[C:31]2[O:40][C:41]1[C:42]([F:48])=[C:43]([CH:45]=[CH:46][CH:47]=1)[NH2:44]. Product: [C:1]([C:5]1[CH:9]=[C:8]([NH:10][C:11]([NH:44][C:43]2[CH:45]=[CH:46][CH:47]=[C:41]([O:40][C:31]3[C:30]4[C:35](=[CH:36][C:37]([O:38][CH3:39])=[C:28]([O:27][CH3:26])[CH:29]=4)[N:34]=[CH:33][N:32]=3)[C:42]=2[F:48])=[O:19])[N:7]([C:20]2[CH:21]=[CH:22][CH:23]=[CH:24][CH:25]=2)[N:6]=1)([CH3:3])([CH3:2])[CH3:4]. The catalyst class is: 1. (3) The catalyst class is: 1. Product: [Br:1][C:2]1[CH:3]=[CH:4][C:5]([C:8]2[N:9]=[C:10]([CH:13]3[CH2:15][CH2:14]3)[N:11]([CH3:16])[CH:12]=2)=[CH:6][CH:7]=1. Reactant: [Br:1][C:2]1[CH:7]=[CH:6][C:5]([C:8]2[N:9]=[C:10]([CH:13]3[CH2:15][CH2:14]3)[NH:11][CH:12]=2)=[CH:4][CH:3]=1.[C:16](=O)([O-])[O-].[Cs+].[Cs+].IC.O.